From a dataset of Catalyst prediction with 721,799 reactions and 888 catalyst types from USPTO. Predict which catalyst facilitates the given reaction. (1) Reactant: Br[CH2:2][C:3]([C:5]1[C:10]([CH3:11])=[CH:9][C:8]([OH:12])=[CH:7][C:6]=1[CH3:13])=O.[NH2:14][C:15]([NH2:17])=[S:16]. Product: [NH2:17][C:15]1[S:16][CH:2]=[C:3]([C:5]2[C:10]([CH3:11])=[CH:9][C:8]([OH:12])=[CH:7][C:6]=2[CH3:13])[N:14]=1. The catalyst class is: 14. (2) Reactant: [Br:1][C:2]1[C:3]([C:12]2[O:13][CH:14]=[CH:15][CH:16]=2)=[N:4][C:5]([NH2:11])=[N:6][C:7]=1S(C)=O.[CH3:17][N:18]([CH2:20][CH2:21][OH:22])[CH3:19].C1CCN2C(=NCCC2)CC1. Product: [Br:1][C:2]1[C:7]([O:22][CH2:21][CH2:20][N:18]([CH3:19])[CH3:17])=[N:6][C:5]([NH2:11])=[N:4][C:3]=1[C:12]1[O:13][CH:14]=[CH:15][CH:16]=1. The catalyst class is: 12. (3) Reactant: [NH2:1][C:2]1[CH:3]=[C:4]([CH:21]=[CH:22][CH:23]=1)[CH2:5][N:6]1[C:10]2[N:11]=[C:12]([NH2:20])[N:13]=[C:14]([C:15]3[O:16][CH:17]=[CH:18][CH:19]=3)[C:9]=2[N:8]=[N:7]1.[F:24][C:25]1[CH:32]=[CH:31][C:28]([CH:29]=O)=[CH:27][CH:26]=1.C(O[BH-](OC(=O)C)OC(=O)C)(=O)C.[Na+].C(O)(=O)C. Product: [F:24][C:25]1[CH:32]=[CH:31][C:28]([CH2:29][NH:1][C:2]2[CH:3]=[C:4]([CH:21]=[CH:22][CH:23]=2)[CH2:5][N:6]2[C:10]3[N:11]=[C:12]([NH2:20])[N:13]=[C:14]([C:15]4[O:16][CH:17]=[CH:18][CH:19]=4)[C:9]=3[N:8]=[N:7]2)=[CH:27][CH:26]=1. The catalyst class is: 1. (4) Reactant: [F:1][C:2]1[CH:7]=[CH:6][C:5]([NH:8][C:9]2[CH:10]=[CH:11][C:12]([CH2:15][NH:16][C:17]([C:19]3([NH:22]C(=O)OC(C)(C)C)[CH2:21][CH2:20]3)=[O:18])=[N:13][CH:14]=2)=[C:4]([C:30]([F:33])([F:32])[F:31])[CH:3]=1.[ClH:34]. Product: [ClH:34].[F:1][C:2]1[CH:7]=[CH:6][C:5]([NH:8][C:9]2[CH:10]=[CH:11][C:12]([CH2:15][NH:16][C:17]([C:19]3([NH2:22])[CH2:20][CH2:21]3)=[O:18])=[N:13][CH:14]=2)=[C:4]([C:30]([F:33])([F:31])[F:32])[CH:3]=1. The catalyst class is: 12. (5) Reactant: [Cl:1][C:2]1[C:7]([C:8]([F:11])([F:10])[F:9])=[CH:6][CH:5]=[CH:4][C:3]=1[C:12]([N:14]1[CH:19]=[CH:18][C:17]2[N:20]([C:23]3[CH:28]=[CH:27][CH:26]=[C:25]([CH3:29])[N:24]=3)[N:21]=[N:22][C:16]=2[CH:15]1[CH3:30])=[O:13].ClC1C(C(F)(F)F)=CC=CC=1C(N1C=CC2N(C3C(C)=CC(C)=CN=3)N=NC=2C1C)=O.C1COCC1. The catalyst class is: 25. Product: [Cl:1][C:2]1[C:7]([C:8]([F:9])([F:10])[F:11])=[CH:6][CH:5]=[CH:4][C:3]=1[C:12]([N:14]1[CH2:19][CH2:18][C:17]2[N:20]([C:23]3[CH:28]=[CH:27][CH:26]=[C:25]([CH3:29])[N:24]=3)[N:21]=[N:22][C:16]=2[CH:15]1[CH3:30])=[O:13]. (6) Reactant: [CH3:1][NH:2][C@@H:3]([C:5]1[O:6][C:7]2[CH:14]=[CH:13][CH:12]=[CH:11][C:8]=2[C:9]=1[CH3:10])[CH3:4].CCN(CC)CC.[C:22](Cl)(=[O:25])[CH:23]=[CH2:24]. Product: [CH3:1][N:2]([C@@H:3]([C:5]1[O:6][C:7]2[CH:14]=[CH:13][CH:12]=[CH:11][C:8]=2[C:9]=1[CH3:10])[CH3:4])[C:22](=[O:25])[CH:23]=[CH2:24]. The catalyst class is: 18. (7) Reactant: [H-].[Na+].[O:3]=[C:4]1[CH2:8][CH2:7][CH2:6][NH:5]1.Br[C:10]1[O:11][C:12]([C:19]([O:21][CH2:22][CH3:23])=[O:20])=[C:13]([C:15]([F:18])([F:17])[F:16])[N:14]=1. Product: [O:3]=[C:4]1[CH2:8][CH2:7][CH2:6][N:5]1[C:10]1[O:11][C:12]([C:19]([O:21][CH2:22][CH3:23])=[O:20])=[C:13]([C:15]([F:17])([F:16])[F:18])[N:14]=1. The catalyst class is: 3.